Dataset: Full USPTO retrosynthesis dataset with 1.9M reactions from patents (1976-2016). Task: Predict the reactants needed to synthesize the given product. (1) Given the product [CH3:30][C:20]1[CH:25]=[CH:24][C:23]([S:26]([O:18][CH2:17][CH:14]2[CH2:13][C:12]3[CH:11]=[CH:10][C:9]([F:19])=[C:8]([C:3]4[CH:4]=[CH:5][CH:6]=[CH:7][C:2]=4[Cl:1])[C:16]=3[O:15]2)(=[O:28])=[O:27])=[CH:22][CH:21]=1, predict the reactants needed to synthesize it. The reactants are: [Cl:1][C:2]1[CH:7]=[CH:6][CH:5]=[CH:4][C:3]=1[C:8]1[C:16]2[O:15][CH:14]([CH2:17][OH:18])[CH2:13][C:12]=2[CH:11]=[CH:10][C:9]=1[F:19].[C:20]1([CH3:30])[CH:25]=[CH:24][C:23]([S:26](Cl)(=[O:28])=[O:27])=[CH:22][CH:21]=1. (2) Given the product [CH2:1]([N:3]1[C:14](=[O:15])[C:12]2[N:13]3[C:8](=[CH:9][C:10](=[O:18])[C:11]=2[O:16][CH3:17])[CH2:7][CH2:6][C@H:5]3[C@@H:4]1[O:19][CH3:22])[CH3:2].[CH2:1]([N:3]1[C:14](=[O:15])[C:12]2[N:13]3[C:8](=[CH:9][C:10](=[O:18])[C:11]=2[O:16][CH3:17])[CH2:7][CH2:6][C@@H:5]3[C@@H:4]1[O:19][CH3:22])[CH3:2], predict the reactants needed to synthesize it. The reactants are: [CH2:1]([N:3]1[C:14](=[O:15])[C:12]2[N:13]3[C:8](=[CH:9][C:10](=[O:18])[C:11]=2[O:16][CH3:17])[CH2:7][CH2:6][CH:5]3[CH:4]1[OH:19])[CH3:2].[H-].[Na+].[CH3:22]I. (3) Given the product [CH2:1]([O:3][C:4]([C:6]1[CH:10]=[N:9][N:8]2[CH2:21][CH2:20][CH2:19][O:11][C:7]=12)=[O:5])[CH3:2], predict the reactants needed to synthesize it. The reactants are: [CH2:1]([O:3][C:4]([C:6]1[C:7](=[O:11])[NH:8][NH:9][CH:10]=1)=[O:5])[CH3:2].C(=O)([O-])[O-].[K+].[K+].Br[CH2:19][CH:20](Br)[CH3:21]. (4) Given the product [Cl:19][C:3]1[CH:4]=[CH:5][C:6]2[CH2:7][CH2:8][N:9]([C:13](=[O:18])[C:14]([F:17])([F:15])[F:16])[CH2:10][CH2:11][C:12]=2[C:2]=1[NH:1][CH2:39][C:40]1[CH:45]=[CH:44][C:43]([O:46][CH3:47])=[CH:42][CH:41]=1, predict the reactants needed to synthesize it. The reactants are: [NH2:1][C:2]1[C:12]2[CH2:11][CH2:10][N:9]([C:13](=[O:18])[C:14]([F:17])([F:16])[F:15])[CH2:8][CH2:7][C:6]=2[CH:5]=[CH:4][C:3]=1[Cl:19].ClC1C=CC2CNC(C(=O)C(F)(F)F)CCC=2C=1N[CH2:39][C:40]1[CH:45]=[CH:44][C:43]([O:46][CH3:47])=[CH:42][CH:41]=1.ClC1C(=O)C(C#N)=C(C#N)C(=O)C=1Cl. (5) Given the product [CH3:1][O:2][C:3]1[CH:8]=[CH:7][C:6]([CH2:9][C:10]([OH:12])=[O:11])=[CH:5][C:4]=1[O:13][C:14]1[CH:19]=[CH:18][C:17]([C:20]([F:21])([F:23])[F:22])=[CH:16][C:15]=1[CH2:24][S:25]([CH2:26][CH2:27][C:28]1[CH:33]=[CH:32][CH:31]=[CH:30][CH:29]=1)=[O:42], predict the reactants needed to synthesize it. The reactants are: [CH3:1][O:2][C:3]1[CH:8]=[CH:7][C:6]([CH2:9][C:10]([OH:12])=[O:11])=[CH:5][C:4]=1[O:13][C:14]1[CH:19]=[CH:18][C:17]([C:20]([F:23])([F:22])[F:21])=[CH:16][C:15]=1[CH2:24][S:25][CH2:26][CH2:27][C:28]1[CH:33]=[CH:32][CH:31]=[CH:30][CH:29]=1.ClC1C=CC=C(C(OO)=[O:42])C=1. (6) The reactants are: [N+:1]([C:4]1[CH:9]=[C:8]([N+:10]([O-:12])=[O:11])[CH:7]=[CH:6][C:5]=1[CH2:13][C:14]([OH:16])=[O:15])([O-:3])=[O:2].OS(O)(=O)=O.[CH3:22][CH2:23]O. Given the product [N+:1]([C:4]1[CH:9]=[C:8]([N+:10]([O-:12])=[O:11])[CH:7]=[CH:6][C:5]=1[CH2:13][C:14]([O:16][CH2:22][CH3:23])=[O:15])([O-:3])=[O:2], predict the reactants needed to synthesize it. (7) Given the product [Br:24][C:21]1[S:20][C:19]([N:9]2[CH2:10][CH2:11][CH:6]([O:5][C:4]3[CH:12]=[CH:13][CH:14]=[CH:15][C:3]=3[C:2]([F:1])([F:16])[F:17])[CH2:7][CH2:8]2)=[N:23][CH:22]=1, predict the reactants needed to synthesize it. The reactants are: [F:1][C:2]([F:17])([F:16])[C:3]1[CH:15]=[CH:14][CH:13]=[CH:12][C:4]=1[O:5][CH:6]1[CH2:11][CH2:10][NH:9][CH2:8][CH2:7]1.Br[C:19]1[S:20][C:21]([Br:24])=[CH:22][N:23]=1.